Dataset: Reaction yield outcomes from USPTO patents with 853,638 reactions. Task: Predict the reaction yield, written as a fraction of the theoretical maximum amount of product (1.0 means a 100% yield; for example, 0.34 means a 34% yield). (1) The reactants are Br[CH2:2][C:3]1[CH:40]=[CH:39][CH:38]=[CH:37][C:4]=1[C:5]([NH:7][C:8]1[C:16]2[C:11](=[N:12][CH:13]=[C:14]([Br:17])[N:15]=2)[N:10]([C:18]([C:31]2[CH:36]=[CH:35][CH:34]=[CH:33][CH:32]=2)([C:25]2[CH:30]=[CH:29][CH:28]=[CH:27][CH:26]=2)[C:19]2[CH:24]=[CH:23][CH:22]=[CH:21][CH:20]=2)[CH:9]=1)=[O:6].[H-].[Na+]. The catalyst is CN(C=O)C. The product is [Br:17][C:14]1[N:15]=[C:16]2[C:8]([N:7]3[CH2:2][C:3]4[C:4](=[CH:37][CH:38]=[CH:39][CH:40]=4)[C:5]3=[O:6])=[CH:9][N:10]([C:18]([C:19]3[CH:20]=[CH:21][CH:22]=[CH:23][CH:24]=3)([C:25]3[CH:30]=[CH:29][CH:28]=[CH:27][CH:26]=3)[C:31]3[CH:32]=[CH:33][CH:34]=[CH:35][CH:36]=3)[C:11]2=[N:12][CH:13]=1. The yield is 0.920. (2) The reactants are [OH:1][C:2]1[CH:7]=[CH:6][C:5]([C:8]2[C:9](=[O:23])[C:10]([CH3:22])([CH3:21])[O:11][C:12]=2[C:13]2[CH:18]=[CH:17][C:16]([O:19][CH3:20])=[CH:15][CH:14]=2)=[CH:4][CH:3]=1.C(=O)([O-])[O-].[Cs+].[Cs+].CN(C=O)C.Cl[CH2:36][C:37]1[CH:42]=[CH:41][C:40]([CH3:43])=[CH:39][N:38]=1. The catalyst is O. The product is [CH3:20][O:19][C:16]1[CH:17]=[CH:18][C:13]([C:12]2[O:11][C:10]([CH3:21])([CH3:22])[C:9](=[O:23])[C:8]=2[C:5]2[CH:4]=[CH:3][C:2]([O:1][CH2:36][C:37]3[CH:42]=[CH:41][C:40]([CH3:43])=[CH:39][N:38]=3)=[CH:7][CH:6]=2)=[CH:14][CH:15]=1. The yield is 0.769. (3) The reactants are [ClH:1].[O:2]=[C:3]1[N:7]2[CH2:8][CH2:9][N:10]([C:12]([NH:14][CH2:15][CH2:16][NH:17][CH2:18][CH:19]=[CH2:20])=[O:13])[CH2:11][CH:6]2[C:5]([C:27]2[CH:32]=[CH:31][CH:30]=[CH:29][CH:28]=2)([C:21]2[CH:26]=[CH:25][CH:24]=[CH:23][CH:22]=2)[O:4]1.C(=O)([O-])O.[Na+].[CH:38](=O)[CH3:39].C(O[BH-](OC(=O)C)OC(=O)C)(=O)C.[Na+]. The catalyst is C(OCC)(=O)C. The product is [ClH:1].[CH2:38]([N:17]([CH2:18][CH:19]=[CH2:20])[CH2:16][CH2:15][NH:14][C:12]([N:10]1[CH2:9][CH2:8][N:7]2[C:3](=[O:2])[O:4][C:5]([C:21]3[CH:22]=[CH:23][CH:24]=[CH:25][CH:26]=3)([C:27]3[CH:32]=[CH:31][CH:30]=[CH:29][CH:28]=3)[CH:6]2[CH2:11]1)=[O:13])[CH3:39]. The yield is 0.560. (4) The yield is 0.560. The catalyst is ClCCl.O. The reactants are [CH3:1][NH:2][C:3]([C:5]1[C:9]2[CH:10]=[C:11]([O:15][CH:16]([CH3:18])[CH3:17])[C:12]([NH2:14])=[CH:13][C:8]=2[O:7][C:6]=1[C:19]1[CH:24]=[CH:23][C:22]([F:25])=[CH:21][CH:20]=1)=[O:4].N1C=CC=CC=1.[CH3:32][S:33](Cl)(=[O:35])=[O:34].NC1C=CC=CC=1. The product is [CH3:1][NH:2][C:3]([C:5]1[C:9]2[CH:10]=[C:11]([O:15][CH:16]([CH3:18])[CH3:17])[C:12]([NH:14][S:33]([CH3:32])(=[O:35])=[O:34])=[CH:13][C:8]=2[O:7][C:6]=1[C:19]1[CH:20]=[CH:21][C:22]([F:25])=[CH:23][CH:24]=1)=[O:4]. (5) The yield is 1.00. The catalyst is CO. The product is [NH2:29][C:27]1[C:28]2[C:20]([C:18]([C:14]3[CH:15]=[CH:16][CH:17]=[C:12]([C:11]#[C:10][CH2:9][NH2:8])[CH:13]=3)=[O:19])=[CH:21][N:22]([CH:30]3[CH2:31][CH2:32][CH2:33][CH2:34]3)[C:23]=2[N:24]=[CH:25][N:26]=1. The reactants are Cl.C(OC(=O)[NH:8][CH2:9][C:10]#[C:11][C:12]1[CH:17]=[CH:16][CH:15]=[C:14]([C:18]([C:20]2[C:28]3[C:27]([NH2:29])=[N:26][CH:25]=[N:24][C:23]=3[N:22]([CH:30]3[CH2:34][CH2:33][CH2:32][CH2:31]3)[CH:21]=2)=[O:19])[CH:13]=1)(C)(C)C. (6) The reactants are [H-].[Na+].C(OP([CH2:11][C:12]1[CH:17]=[CH:16][CH:15]=[C:14]([N+:18]([O-])=O)[CH:13]=1)(=O)OCC)C.[Cl:21][C:22]1[C:32]2[CH2:31][CH2:30][C:29]3[CH:33]=[CH:34][CH:35]=[CH:36][C:28]=3[C:27](=O)[C:26]=2[CH:25]=[CH:24][CH:23]=1.Cl[Sn]Cl.[OH-].[Na+]. The catalyst is CS(C)=O.C(O)C.C(OCC)C.O.C(OCC)(=O)C. The product is [Cl:21][C:22]1[C:32]2[CH:31]=[CH:30][C:29]3[CH:33]=[CH:34][CH:35]=[CH:36][C:28]=3[C:27](=[CH:11][C:12]3[CH:13]=[C:14]([NH2:18])[CH:15]=[CH:16][CH:17]=3)[C:26]=2[CH:25]=[CH:24][CH:23]=1. The yield is 0.100. (7) The reactants are [C:1]([O:5][C:6]([N:8]1[CH2:13][CH2:12][CH:11]([NH:14][C:15]2[CH:20]=[CH:19][CH:18]=[CH:17][C:16]=2[O:21][CH2:22][C:23]([O:25]CC)=[O:24])[CH2:10][CH2:9]1)=[O:7])([CH3:4])([CH3:3])[CH3:2].[OH-].[Na+].Cl. The catalyst is CO.O. The product is [C:1]([O:5][C:6]([N:8]1[CH2:13][CH2:12][CH:11]([NH:14][C:15]2[CH:20]=[CH:19][CH:18]=[CH:17][C:16]=2[O:21][CH2:22][C:23]([OH:25])=[O:24])[CH2:10][CH2:9]1)=[O:7])([CH3:4])([CH3:2])[CH3:3]. The yield is 1.00.